This data is from Full USPTO retrosynthesis dataset with 1.9M reactions from patents (1976-2016). The task is: Predict the reactants needed to synthesize the given product. (1) Given the product [CH:11]1([NH:14][CH2:4][C:3]2[CH:6]=[CH:7][C:8]([Cl:10])=[CH:9][C:2]=2[Cl:1])[CH2:13][CH2:12]1, predict the reactants needed to synthesize it. The reactants are: [Cl:1][C:2]1[CH:9]=[C:8]([Cl:10])[CH:7]=[CH:6][C:3]=1[CH:4]=O.[CH:11]1([NH2:14])[CH2:13][CH2:12]1.[BH4-].[Na+]. (2) Given the product [C:1]([O:5][C:6](=[O:34])[NH:7][CH2:8][C:9]1([C:12]2[CH:13]=[CH:14][C:15]([C:18]3[C:19]4[C:20]5[CH:33]=[CH:32][S:31][C:21]=5[C:22](=[O:30])[NH:23][C:24]=4[C:25]([Cl:42])=[CH:26][C:27]=3[O:28][CH3:29])=[CH:16][CH:17]=2)[CH2:11][CH2:10]1)([CH3:4])([CH3:2])[CH3:3], predict the reactants needed to synthesize it. The reactants are: [C:1]([O:5][C:6](=[O:34])[NH:7][CH2:8][C:9]1([C:12]2[CH:17]=[CH:16][C:15]([C:18]3[C:19]4[C:20]5[CH:33]=[CH:32][S:31][C:21]=5[C:22](=[O:30])[NH:23][C:24]=4[CH:25]=[CH:26][C:27]=3[O:28][CH3:29])=[CH:14][CH:13]=2)[CH2:11][CH2:10]1)([CH3:4])([CH3:3])[CH3:2].C1C(=O)N([Cl:42])C(=O)C1. (3) Given the product [Cl:1][C:2]1[N:7]=[CH:6][C:5]([C:8]([N:14]([CH:15]([CH3:17])[CH3:16])[CH:11]([CH3:13])[CH3:12])=[O:9])=[CH:4][CH:3]=1, predict the reactants needed to synthesize it. The reactants are: [Cl:1][C:2]1[N:7]=[CH:6][C:5]([C:8](Cl)=[O:9])=[CH:4][CH:3]=1.[CH:11]([NH:14][CH:15]([CH3:17])[CH3:16])([CH3:13])[CH3:12]. (4) Given the product [NH2:7][C:8]1[CH:13]=[CH:12][CH:11]=[CH:10][C:9]=1[NH:14][C:15](=[O:32])[C:16]1[CH:17]=[CH:18][C:19]([CH:22]=[CH:23][C:24]2[N:25]=[C:26]([NH2:31])[N:27]=[C:28]([NH2:30])[N:29]=2)=[CH:20][CH:21]=1, predict the reactants needed to synthesize it. The reactants are: C(OC(=O)[NH:7][C:8]1[CH:13]=[CH:12][CH:11]=[CH:10][C:9]=1[NH:14][C:15](=[O:32])[C:16]1[CH:21]=[CH:20][C:19]([CH:22]=[CH:23][C:24]2[N:29]=[C:28]([NH2:30])[N:27]=[C:26]([NH2:31])[N:25]=2)=[CH:18][CH:17]=1)(C)(C)C.C(O)(C(F)(F)F)=O.C([O-])(O)=O.[Na+].